Predict which catalyst facilitates the given reaction. From a dataset of Catalyst prediction with 721,799 reactions and 888 catalyst types from USPTO. Reactant: B(Br)(Br)Br.C[O:6][C:7]1[C:8]([CH3:17])=[C:9]2[C:13](=[CH:14][CH:15]=1)[C:12](=[O:16])[CH2:11][CH2:10]2. Product: [OH:6][C:7]1[C:8]([CH3:17])=[C:9]2[C:13](=[CH:14][CH:15]=1)[C:12](=[O:16])[CH2:11][CH2:10]2. The catalyst class is: 2.